This data is from Forward reaction prediction with 1.9M reactions from USPTO patents (1976-2016). The task is: Predict the product of the given reaction. The product is: [C:1]([N:12]1[CH2:13][CH2:14][CH:15]([NH:18][C:19](=[O:47])[C:20]2[CH:21]=[CH:22][C:23]([C:26]3([C:33]4[CH:38]=[CH:37][C:36]([O:39][CH2:40][C:41]5[CH:46]=[CH:45][CH:44]=[CH:43][N:42]=5)=[CH:35][CH:34]=4)[CH2:31][CH:30]4[CH2:32][CH:27]3[CH2:28][CH2:29]4)=[CH:24][CH:25]=2)[CH2:16][CH2:17]1)(=[O:3])[CH3:2]. Given the reactants [C:1](Cl)(=[O:3])[CH3:2].C(N(CC)CC)C.[NH:12]1[CH2:17][CH2:16][CH:15]([NH:18][C:19](=[O:47])[C:20]2[CH:25]=[CH:24][C:23]([C:26]3([C:33]4[CH:38]=[CH:37][C:36]([O:39][CH2:40][C:41]5[CH:46]=[CH:45][CH:44]=[CH:43][N:42]=5)=[CH:35][CH:34]=4)[CH2:31][CH:30]4[CH2:32][CH:27]3[CH2:28][CH2:29]4)=[CH:22][CH:21]=2)[CH2:14][CH2:13]1, predict the reaction product.